This data is from Reaction yield outcomes from USPTO patents with 853,638 reactions. The task is: Predict the reaction yield, written as a fraction of the theoretical maximum amount of product (1.0 means a 100% yield; for example, 0.34 means a 34% yield). The reactants are [NH2:1][C:2]1[C:11]([CH3:12])=[CH:10][C:9]([Cl:13])=[CH:8][C:3]=1[C:4]([O:6][CH3:7])=[O:5].C(OC(=O)C)(=O)C.CC([O-])=O.[K+].[N:26](OCCC(C)C)=O. The catalyst is C(Cl)(Cl)Cl. The product is [Cl:13][C:9]1[CH:10]=[C:11]2[C:2](=[C:3]([C:4]([O:6][CH3:7])=[O:5])[CH:8]=1)[NH:1][N:26]=[CH:12]2. The yield is 0.690.